Dataset: Catalyst prediction with 721,799 reactions and 888 catalyst types from USPTO. Task: Predict which catalyst facilitates the given reaction. (1) Reactant: C([O-])=O.[NH4+].C([N:12]1[CH2:17][CH2:16][C:15]2([C:25]3[C:20](=[CH:21][CH:22]=[CH:23][C:24]=3[C@H:26]3[CH2:30][CH2:29][CH2:28][N:27]3[C:31]([O:33][C:34]([CH3:37])([CH3:36])[CH3:35])=[O:32])[N:19]([C:38]3[C:39]4[C@H:46]([CH3:47])[CH2:45][CH2:44][C:40]=4[N:41]=[CH:42][N:43]=3)[CH2:18]2)[CH2:14][CH2:13]1)C1C=CC=CC=1. Product: [CH3:47][C@H:46]1[C:39]2[C:38]([N:19]3[C:20]4[C:25](=[C:24]([C@H:26]5[CH2:30][CH2:29][CH2:28][N:27]5[C:31]([O:33][C:34]([CH3:35])([CH3:37])[CH3:36])=[O:32])[CH:23]=[CH:22][CH:21]=4)[C:15]4([CH2:16][CH2:17][NH:12][CH2:13][CH2:14]4)[CH2:18]3)=[N:43][CH:42]=[N:41][C:40]=2[CH2:44][CH2:45]1. The catalyst class is: 43. (2) Reactant: [CH:1]1([S:4]([NH2:7])(=[O:6])=[O:5])[CH2:3][CH2:2]1.[CH3:8][C:9]([O:12][C:13](O[C:13]([O:12][C:9]([CH3:11])([CH3:10])[CH3:8])=[O:14])=[O:14])([CH3:11])[CH3:10].C(N(CC)CC)C. Product: [C:9]([O:12][C:13](=[O:14])[NH:7][S:4]([CH:1]1[CH2:3][CH2:2]1)(=[O:6])=[O:5])([CH3:11])([CH3:10])[CH3:8]. The catalyst class is: 79. (3) Reactant: Br[C:2]1[C:11]2[C:6](=[CH:7][CH:8]=[C:9]([C:12]3[CH:13]=[N:14][N:15]([CH3:17])[CH:16]=3)[CH:10]=2)[C:5](=[O:18])[N:4]([CH3:19])[CH:3]=1.[F:20][C:21]1[CH:27]=[CH:26][C:24]([NH2:25])=[CH:23][C:22]=1B1OC(C)(C)C(C)(C)O1.[O-]P([O-])([O-])=O.[K+].[K+].[K+]. Product: [NH2:25][C:24]1[CH:23]=[CH:22][C:21]([F:20])=[C:27]([C:2]2[C:11]3[C:6](=[CH:7][CH:8]=[C:9]([C:12]4[CH:13]=[N:14][N:15]([CH3:17])[CH:16]=4)[CH:10]=3)[C:5](=[O:18])[N:4]([CH3:19])[CH:3]=2)[CH:26]=1. The catalyst class is: 75. (4) Reactant: [CH2:1]([C:3]1[C:12]2[C:11](=[O:13])[O:10][C:9]([C:14]3[C:15](F)=[N:16][CH:17]=[CH:18][CH:19]=3)=[N:8][C:7]=2[CH:6]=[C:5]([O:21][CH3:22])[CH:4]=1)[CH3:2].C(N(CC)CC)C.[CH3:30][N:31]([CH3:37])[C@H:32]1[CH2:36][CH2:35][NH:34][CH2:33]1. Product: [CH3:30][N:31]([CH3:37])[C@H:32]1[CH2:36][CH2:35][N:34]([C:15]2[C:14]([C:9]3[O:10][C:11](=[O:13])[C:12]4[C:3]([CH2:1][CH3:2])=[CH:4][C:5]([O:21][CH3:22])=[CH:6][C:7]=4[N:8]=3)=[CH:19][CH:18]=[CH:17][N:16]=2)[CH2:33]1. The catalyst class is: 12. (5) Reactant: [F:1][C:2]1[CH:7]=[CH:6][CH:5]=[CH:4][C:3]=1[N:8]1[C:13]2[CH:14]=[CH:15][CH:16]=[CH:17][C:12]=2[CH2:11][NH:10][S:9]1(=[O:19])=[O:18].C(=O)([O-])[O-].[K+].[K+].Br[CH2:27][CH2:28][C@@H:29]1[O:31][CH2:30]1. Product: [F:1][C:2]1[CH:7]=[CH:6][CH:5]=[CH:4][C:3]=1[N:8]1[C:13]2[CH:14]=[CH:15][CH:16]=[CH:17][C:12]=2[CH2:11][N:10]([CH2:27][CH2:28][C@H:29]2[CH2:30][O:31]2)[S:9]1(=[O:19])=[O:18]. The catalyst class is: 883.